Task: Predict the reactants needed to synthesize the given product.. Dataset: Full USPTO retrosynthesis dataset with 1.9M reactions from patents (1976-2016) (1) Given the product [Cl:14][C:15]1[CH:20]=[C:19]([C:2]2[CH:11]=[CH:10][C:5]([C:6]([O:8][CH3:9])=[O:7])=[CH:4][C:3]=2[O:12][CH3:13])[CH:18]=[N:17][C:16]=1[F:30], predict the reactants needed to synthesize it. The reactants are: Br[C:2]1[CH:11]=[CH:10][C:5]([C:6]([O:8][CH3:9])=[O:7])=[CH:4][C:3]=1[O:12][CH3:13].[Cl:14][C:15]1[C:16]([F:30])=[N:17][CH:18]=[C:19](B2OC(C)(C)C(C)(C)O2)[CH:20]=1.COC1CCCC1.C([O-])([O-])=O.[Na+].[Na+]. (2) Given the product [C:20]([O:24][C:25](=[O:26])[NH:27][CH2:28][CH:29]([OH:30])[CH2:9][C:8]([C:3]1[CH:4]=[CH:5][CH:6]=[CH:7][C:2]=1[Cl:1])=[O:10])([CH3:23])([CH3:21])[CH3:22], predict the reactants needed to synthesize it. The reactants are: [Cl:1][C:2]1[CH:7]=[CH:6][CH:5]=[CH:4][C:3]=1[C:8](=[O:10])[CH3:9].C(N(C(C)C)CC)(C)C.[C:20]([O:24][C:25]([N:27](C(OC(C)(C)C)=O)[CH2:28][CH:29]=[O:30])=[O:26])([CH3:23])([CH3:22])[CH3:21].